This data is from Catalyst prediction with 721,799 reactions and 888 catalyst types from USPTO. The task is: Predict which catalyst facilitates the given reaction. (1) Reactant: C(Cl)(=O)C(Cl)=O.[F:7][C:8]1[CH:13]=[CH:12][C:11]([O:14][C:15]2[CH:16]=[C:17]([CH:21]=[C:22]([O:24][CH2:25][C:26]3[CH:31]=[CH:30][CH:29]=[CH:28][CH:27]=3)[CH:23]=2)[C:18](O)=[O:19])=[CH:10][CH:9]=1.[NH2:32][C:33]1[CH:42]=[CH:41][C:36]([C:37]([O:39][CH3:40])=[O:38])=[CH:35][N:34]=1.N1C=CC=CC=1. Product: [F:7][C:8]1[CH:9]=[CH:10][C:11]([O:14][C:15]2[CH:16]=[C:17]([C:18]([NH:32][C:33]3[N:34]=[CH:35][C:36]([C:37]([O:39][CH3:40])=[O:38])=[CH:41][CH:42]=3)=[O:19])[CH:21]=[C:22]([O:24][CH2:25][C:26]3[CH:31]=[CH:30][CH:29]=[CH:28][CH:27]=3)[CH:23]=2)=[CH:12][CH:13]=1. The catalyst class is: 2. (2) Reactant: C[Si]([N-][Si](C)(C)C)(C)C.[Na+].[C:11]([N:19]1[CH2:24][CH2:23][N:22]([C:25](=[O:29])[CH2:26][C:27]#[N:28])[C@H:21]([CH3:30])[CH2:20]1)(=[O:18])[C:12]1[CH:17]=[CH:16][CH:15]=[CH:14][CH:13]=1.Cl[C:32]1[S:33][C:34]2[CH:40]=[CH:39][CH:38]=[CH:37][C:35]=2[N:36]=1. The catalyst class is: 1. Product: [C:11]([N:19]1[CH2:24][CH2:23][N:22]([C:25](=[O:29])[CH:26]([C:32]2[S:33][C:34]3[CH:40]=[CH:39][CH:38]=[CH:37][C:35]=3[N:36]=2)[C:27]#[N:28])[C@H:21]([CH3:30])[CH2:20]1)(=[O:18])[C:12]1[CH:17]=[CH:16][CH:15]=[CH:14][CH:13]=1. (3) Product: [Cl:2][C:3]1[CH:4]=[C:5]([NH:10][C:11]([N:13]2[CH2:18][CH2:17][N:16]([C:32]([CH:28]3[O:29][CH2:30][CH2:31][N:26]([C:24]([O:23][C:19]([CH3:22])([CH3:21])[CH3:20])=[O:25])[CH2:27]3)=[O:33])[CH2:15][CH2:14]2)=[O:12])[CH:6]=[CH:7][C:8]=1[Cl:9]. Reactant: Cl.[Cl:2][C:3]1[CH:4]=[C:5]([NH:10][C:11]([N:13]2[CH2:18][CH2:17][NH:16][CH2:15][CH2:14]2)=[O:12])[CH:6]=[CH:7][C:8]=1[Cl:9].[C:19]([O:23][C:24]([N:26]1[CH2:31][CH2:30][O:29][CH:28]([C:32](O)=[O:33])[CH2:27]1)=[O:25])([CH3:22])([CH3:21])[CH3:20].C(N(CC)C(C)C)(C)C.CN(C(ON1N=NC2C=CC=NC1=2)=[N+](C)C)C.F[P-](F)(F)(F)(F)F. The catalyst class is: 1. (4) Reactant: [CH:1]1([CH2:7][C@H:8]([N:12]2[CH2:16][C:15]([O:17][C:18]3[CH:23]=[CH:22][CH:21]=[C:20]([O:24][CH3:25])[C:19]=3[O:26][CH3:27])=[CH:14][C:13]2=[O:28])[C:9](O)=[O:10])[CH2:6][CH2:5][CH2:4][CH2:3][CH2:2]1.Cl.[CH3:30]N(C)CCCN=C=NCC.C(N(CC)C(C)C)(C)C.ON1C2C=CC=CC=2N=N1.Cl.[OH:61][C@@H:62]([CH2:92]O)[CH2:63][N:64]1[CH:68]=[CH:67][C:66]([NH:69]C(=O)[C@@H](N2CC(OC3C=CC=C(Cl)C=3Cl)=CC2=O)CC(C)C)=[N:65]1. Product: [CH:1]1([CH2:7][C@H:8]([N:12]2[CH2:16][C:15]([O:17][C:18]3[CH:23]=[CH:22][CH:21]=[C:20]([O:24][CH3:25])[C:19]=3[O:26][CH3:27])=[CH:14][C:13]2=[O:28])[C:9]([NH:69][C:66]2[CH:67]=[CH:68][N:64]([CH2:63][C:62]([OH:61])([CH3:92])[CH3:30])[N:65]=2)=[O:10])[CH2:2][CH2:3][CH2:4][CH2:5][CH2:6]1. The catalyst class is: 96. (5) Reactant: [C:1]([C:3]1[C:12]2[CH2:11][CH2:10][CH2:9][CH2:8][C:7]=2[C:6]([NH:13]C(=O)C)=[CH:5][CH:4]=1)#[N:2].[ClH:17]. Product: [ClH:17].[NH2:13][C:6]1[C:7]2[CH2:8][CH2:9][CH2:10][CH2:11][C:12]=2[C:3]([C:1]#[N:2])=[CH:4][CH:5]=1. The catalyst class is: 14. (6) Product: [Cl:1][C:2]1[CH:3]=[C:4]([CH2:9][C:10]([NH:26][CH2:27][C:28]2[CH:37]=[CH:36][CH:35]=[C:34]3[C:29]=2[C:30](=[O:47])[N:31]([CH:39]2[CH2:44][CH2:43][C:42](=[O:45])[NH:41][C:40]2=[O:46])[C:32]([CH3:38])=[N:33]3)=[O:12])[CH:5]=[CH:6][C:7]=1[Cl:8]. Reactant: [Cl:1][C:2]1[CH:3]=[C:4]([CH2:9][C:10]([OH:12])=O)[CH:5]=[CH:6][C:7]=1[Cl:8].C(N1C=CN=C1)(N1C=CN=C1)=O.Cl.[NH2:26][CH2:27][C:28]1[CH:37]=[CH:36][CH:35]=[C:34]2[C:29]=1[C:30](=[O:47])[N:31]([CH:39]1[CH2:44][CH2:43][C:42](=[O:45])[NH:41][C:40]1=[O:46])[C:32]([CH3:38])=[N:33]2. The catalyst class is: 3. (7) Reactant: [CH3:1][N:2]1[CH2:7][CH2:6][N:5]([C:8]2[CH:16]=[CH:15][C:11]([C:12](O)=[O:13])=[CH:10][CH:9]=2)[CH2:4][CH2:3]1.C(Cl)(=O)C([Cl:20])=O. Product: [CH3:1][N:2]1[CH2:7][CH2:6][N:5]([C:8]2[CH:16]=[CH:15][C:11]([C:12]([Cl:20])=[O:13])=[CH:10][CH:9]=2)[CH2:4][CH2:3]1. The catalyst class is: 120.